Predict the product of the given reaction. From a dataset of Forward reaction prediction with 1.9M reactions from USPTO patents (1976-2016). (1) Given the reactants [CH:1](=O)[CH3:2].[NH2:4][C:5]1[CH:6]=[C:7]([C:15]([O:17][CH3:18])=[O:16])[CH:8]=[C:9]([CH:14]=1)[C:10]([O:12][CH3:13])=[O:11].[BH3-]C#N.[Na+].[CH3:23][C:24](O)=O, predict the reaction product. The product is: [CH2:23]([N:4]([CH2:1][CH3:2])[C:5]1[CH:14]=[C:9]([C:10]([O:12][CH3:13])=[O:11])[CH:8]=[C:7]([CH:6]=1)[C:15]([O:17][CH3:18])=[O:16])[CH3:24]. (2) Given the reactants [Br:1][C:2]1[CH:3]=[C:4]([Cl:18])[C:5]2[NH:6][C:7]3[C:12]([S:13][C:14]=2[CH:15]=1)=[CH:11][C:10]([Br:16])=[CH:9][C:8]=3[Cl:17].CN(CCCN)C.[CH3:26][C:27]([O:30][C:31](O[C:31]([O:30][C:27]([CH3:29])([CH3:28])[CH3:26])=[O:32])=[O:32])([CH3:29])[CH3:28], predict the reaction product. The product is: [Br:1][C:2]1[CH:3]=[C:4]([Cl:18])[C:5]2[N:6]([C:31]([O:30][C:27]([CH3:29])([CH3:28])[CH3:26])=[O:32])[C:7]3[C:12]([S:13][C:14]=2[CH:15]=1)=[CH:11][C:10]([Br:16])=[CH:9][C:8]=3[Cl:17].